This data is from Full USPTO retrosynthesis dataset with 1.9M reactions from patents (1976-2016). The task is: Predict the reactants needed to synthesize the given product. Given the product [C:1]([C:3]1[CH:8]=[CH:7][CH:6]=[CH:5][C:4]=1[C:9]1[CH:10]=[CH:11][C:12]([CH2:15][C:16]2[C:17](=[O:36])[N:18]([CH2:28][C:29]([OH:31])=[O:30])[C:19]3[N:20]([N:25]=[CH:26][N:27]=3)[C:21]=2[CH2:22][CH2:23][CH3:24])=[CH:13][CH:14]=1)#[N:2], predict the reactants needed to synthesize it. The reactants are: [C:1]([C:3]1[CH:8]=[CH:7][CH:6]=[CH:5][C:4]=1[C:9]1[CH:14]=[CH:13][C:12]([CH2:15][C:16]2[C:17](=[O:36])[N:18]([CH2:28][C:29]([O:31]C(C)(C)C)=[O:30])[C:19]3[N:20]([N:25]=[CH:26][N:27]=3)[C:21]=2[CH2:22][CH2:23][CH3:24])=[CH:11][CH:10]=1)#[N:2].FC(F)(F)C(O)=O.